From a dataset of Forward reaction prediction with 1.9M reactions from USPTO patents (1976-2016). Predict the product of the given reaction. (1) Given the reactants [H-].[Na+].[OH:3][C:4]1[CH:9]=[CH:8][CH:7]=[CH:6][N:5]=1.Br[CH2:11][CH2:12][O:13][C:14](=[O:16])[CH3:15], predict the reaction product. The product is: [CH2:12]([O:13][C:14](=[O:16])[CH2:15][N:5]1[CH:6]=[CH:7][CH:8]=[CH:9][C:4]1=[O:3])[CH3:11]. (2) Given the reactants [Cl:1][C:2]1[N:3]=[C:4](Cl)[C:5]2[S:10][CH:9]=[C:8]([CH3:11])[C:6]=2[N:7]=1.[CH:13]1([NH2:19])[CH2:18][CH2:17][CH2:16][CH2:15][CH2:14]1.O, predict the reaction product. The product is: [Cl:1][C:2]1[N:3]=[C:4]([NH:19][CH:13]2[CH2:18][CH2:17][CH2:16][CH2:15][CH2:14]2)[C:5]2[S:10][CH:9]=[C:8]([CH3:11])[C:6]=2[N:7]=1. (3) The product is: [C:6]([OH:8])(=[O:7])[CH3:5].[C:6]([OH:8])(=[O:7])[CH3:5].[C:6]([OH:8])(=[O:7])[CH3:5].[C:6]([OH:8])(=[O:7])[CH3:5].[C:6]([OH:8])(=[O:7])[CH3:5].[OH:1][C:2]1[CH:3]=[CH:4][C:5]([C:6]([O:8][C@H:9]2[CH2:18][C:17]3[C:12](=[CH:13][C:14]([OH:20])=[CH:15][C:16]=3[OH:19])[O:11][C@@H:10]2[C:21]2[CH:26]=[CH:25][C:24]([OH:27])=[C:23]([OH:28])[CH:22]=2)=[O:7])=[CH:29][CH:30]=1. Given the reactants [OH:1][C:2]1[CH:30]=[CH:29][C:5]([C:6]([O:8][C@H:9]2[CH2:18][C:17]3[C:12](=[CH:13][C:14]([OH:20])=[CH:15][C:16]=3[OH:19])[O:11][C@@H:10]2[C:21]2[CH:26]=[CH:25][C:24]([OH:27])=[C:23]([OH:28])[CH:22]=2)=[O:7])=[CH:4][CH:3]=1.C(Cl)(Cl)Cl, predict the reaction product. (4) Given the reactants [CH2:1]([Br:8])[C:2]1[CH:7]=[CH:6][CH:5]=[CH:4][CH:3]=1.[CH:9]([N:12]1[C:16]2[C:17](=[O:26])[C:18]3[C:23]([C:24](=[O:25])[C:15]=2[N:14]=[C:13]1[CH3:27])=[CH:22][CH:21]=[CH:20][CH:19]=3)([CH3:11])[CH3:10], predict the reaction product. The product is: [Br-:8].[CH2:1]([N:14]1[C:15]2[C:24](=[O:25])[C:23]3[C:18]([C:17](=[O:26])[C:16]=2[N+:12]([CH:9]([CH3:10])[CH3:11])=[C:13]1[CH3:27])=[CH:19][CH:20]=[CH:21][CH:22]=3)[C:2]1[CH:7]=[CH:6][CH:5]=[CH:4][CH:3]=1. (5) The product is: [C:11]1([CH2:10][CH2:9][S:17]([C:18]2[N:23]=[N:22][C:21]([N:24]3[CH2:25][CH2:26][N:27]([C:30]([C:32]4[CH:37]=[CH:36][CH:35]=[CH:34][C:33]=4[C:38]([F:41])([F:40])[F:39])=[O:31])[CH2:28][CH2:29]3)=[CH:20][CH:19]=2)=[O:8])[CH:16]=[CH:15][CH:14]=[CH:13][CH:12]=1. Given the reactants I([O-])(=O)(=O)=O.[Na+].C[OH:8].[CH2:9]([S:17][C:18]1[N:23]=[N:22][C:21]([N:24]2[CH2:29][CH2:28][N:27]([C:30]([C:32]3[CH:37]=[CH:36][CH:35]=[CH:34][C:33]=3[C:38]([F:41])([F:40])[F:39])=[O:31])[CH2:26][CH2:25]2)=[CH:20][CH:19]=1)[CH2:10][C:11]1[CH:16]=[CH:15][CH:14]=[CH:13][CH:12]=1, predict the reaction product. (6) The product is: [CH3:1][C:2]1[CH:3]=[CH:4][C:5]([C:8]2[N:13]=[C:12]([C:14]([OH:16])=[O:15])[CH:11]=[C:10]([C:18]3[CH:23]=[CH:22][C:21]([CH3:24])=[CH:20][CH:19]=3)[N:9]=2)=[CH:6][CH:7]=1. Given the reactants [CH3:1][C:2]1[CH:7]=[CH:6][C:5]([C:8]2[N:13]=[C:12]([C:14]([O:16]C)=[O:15])[CH:11]=[C:10]([C:18]3[CH:23]=[CH:22][C:21]([CH3:24])=[CH:20][CH:19]=3)[N:9]=2)=[CH:4][CH:3]=1.[OH-].[Na+].Cl, predict the reaction product. (7) Given the reactants [C:1]([CH2:6][C:7]([O:9]C)=O)(=O)[CH2:2][CH2:3][CH3:4].C(O)(=O)C.[NH2:15][NH2:16], predict the reaction product. The product is: [CH2:2]([C:1]1[CH2:6][C:7](=[O:9])[NH:16][N:15]=1)[CH2:3][CH3:4]. (8) Given the reactants CS([C:5]1[N:6]([C:15]2[CH:20]=[CH:19][C:18]([O:21][CH2:22][C:23]([F:26])([F:25])[F:24])=[CH:17][CH:16]=2)[C:7](=[O:14])[C:8]2[CH:13]=[CH:12][NH:11][C:9]=2[N:10]=1)(=O)=O.[CH2:27]([NH2:30])[CH2:28][CH3:29], predict the reaction product. The product is: [CH2:27]([NH:30][C:5]1[N:6]([C:15]2[CH:20]=[CH:19][C:18]([O:21][CH2:22][C:23]([F:26])([F:25])[F:24])=[CH:17][CH:16]=2)[C:7](=[O:14])[C:8]2[CH:13]=[CH:12][NH:11][C:9]=2[N:10]=1)[CH2:28][CH3:29]. (9) Given the reactants Cl[C:2]1[N:3]=[C:4]([N:13]2[CH2:18][CH2:17][O:16][CH2:15][CH2:14]2)[C:5]2[S:10][C:9]([CH2:11][NH2:12])=[CH:8][C:6]=2[N:7]=1.[C:19](Cl)(=[O:26])[C:20]1[CH:25]=[CH:24][CH:23]=[N:22][CH:21]=1.CC1(C)C(C)(C)OB([C:36]2[CH:44]=[CH:43][CH:42]=[C:41]3[C:37]=2[CH:38]=[N:39][NH:40]3)O1, predict the reaction product. The product is: [NH:40]1[C:41]2[C:37](=[C:36]([C:2]3[N:3]=[C:4]([N:13]4[CH2:18][CH2:17][O:16][CH2:15][CH2:14]4)[C:5]4[S:10][C:9]([CH2:11][NH:12][C:19](=[O:26])[C:20]5[CH:25]=[CH:24][CH:23]=[N:22][CH:21]=5)=[CH:8][C:6]=4[N:7]=3)[CH:44]=[CH:43][CH:42]=2)[CH:38]=[N:39]1. (10) Given the reactants CC1(C)C(C)(C)OB([C:9]2[CH:10]=[C:11]([CH2:15][C:16]([OH:18])=[O:17])[CH:12]=[CH:13][CH:14]=2)O1.Br[C:21]1[N:22]=[C:23]([C:28]2[O:29][C:30]3[CH:36]=[C:35]([F:37])[CH:34]=[CH:33][C:31]=3[N:32]=2)[C:24]([NH2:27])=[N:25][CH:26]=1, predict the reaction product. The product is: [NH2:27][C:24]1[N:25]=[CH:26][C:21]([C:9]2[CH:10]=[C:11]([CH2:15][C:16]([OH:18])=[O:17])[CH:12]=[CH:13][CH:14]=2)=[N:22][C:23]=1[C:28]1[O:29][C:30]2[CH:36]=[C:35]([F:37])[CH:34]=[CH:33][C:31]=2[N:32]=1.